Binary Classification. Given a miRNA mature sequence and a target amino acid sequence, predict their likelihood of interaction. From a dataset of Experimentally validated miRNA-target interactions with 360,000+ pairs, plus equal number of negative samples. (1) The protein sequence of the target gene is MAGKKVCIVGSGNWGSAIAKIVGSNASQLAHFDPRVTMWVFEEDIGGRKLTEIINTQHENVKYLPGHKLPPNVVAVPDVVQAATGADILVFVVPHQFIGKICDQLKGHLKANTIGISLIKGIDEGPNGLKLISEVIGESLGIPMSVLMGANIASEVAEEKFCETTIGCKDPAQGQLLKELMQTPNFRITVVQEVDTVEICGALKNIVAVGAGFCDGLGFGDNTKAAVIRLGLMEMIAFAKLFCSGSVSSATFLESCGVADLITTCYGGRNRKVAEAFARTGKSIEQLEKEMLNGQKLQGP.... Result: 0 (no interaction). The miRNA is rno-miR-140-3p with sequence UACCACAGGGUAGAACCACGG. (2) The miRNA is hsa-miR-652-5p with sequence CAACCCUAGGAGAGGGUGCCAUUCA. The protein sequence of the target gene is MAGGRCGPQLTALLAAWIAAVAATAGPEEAALPPEQSRVQPMTASNWTLVMEGEWMLKFYAPWCPSCQQTDSEWEAFAKNGEILQISVGKVDVIQEPGLSGRFFVTTLPAFFHAKDGIFRRYRGPGIFEDLQNYILEKKWQSVEPLTGWKSPASLTMSGMAGLFSISGKIWHLHNYFTVTLGIPAWCSYVFFVIATLVFGLFMGLVLVVISECFYVPLPRHLSERSEQNRRSEEAHRAEQLQDAEEEKDDSNEEENKDSLVDDEEEKEDLGDEDEAEEEEEEDNLAAGVDEERSEANDQG.... Result: 0 (no interaction). (3) The miRNA is hsa-miR-3148 with sequence UGGAAAAAACUGGUGUGUGCUU. The protein sequence of the target gene is MRTLAILAAILLVALQAQAEPLQARADEVAAAPEQIAADIPEVVVSLAWDESLAPKHPGSRKNMDCYCRIPACIAGERRYGTCIYQGRLWAFCC. Result: 0 (no interaction). (4) The miRNA is hsa-miR-4793-3p with sequence UCUGCACUGUGAGUUGGCUGGCU. The protein sequence of the target gene is MGLLRGGLPCARAMARLGAVRSHYCALLLAAALAVCAFYYLGSGRETFSSATKRLKEARAGAPAAPSPPALELARGSVAPAPGAKAKSLEGGGAGPVDYHLLMMFTKAEHNAALQAKARVALRSLLRLAKFEAHEVLNLHFVSEEASREVAKGLLRELLPPAAGFKCKVIFHDVAVLTDKLFPIVEAMQKHFSAGLGTYYSDSIFFLSVAMHQIMPKEILQIIQLDLDLKFKTNIRELFEEFDSFLPGAIIGIAREMQPVYRHTFWQFRHENPQTRVGGPPPEGLPGFNSGVMLLNLEAM.... Result: 0 (no interaction). (5) The miRNA is cel-miR-246-3p with sequence UUACAUGUUUCGGGUAGGAGC. The protein sequence of the target gene is MLPLLLLPLLWGGSLQEKPVYELQVQKSVTVQEGLCVLVPCSFSYPWRSWYSSPPLYVYWFRDGEIPYYAEVVATNNPDRRVKPETQGRFRLLGDVQKKNCSLSIGDARMEDTGSYFFRVERGRDVKYSYQQNKLNLEVTALIEKPDIHFLEPLESGRPTRLSCSLPGSCEAGPPLTFSWTGNALSPLDPETTRSSELTLTPRPEDHGTNLTCQMKRQGAQVTTERTVQLNVSYAPQTITIFRNGIALEILQNTSYLPVLEGQALRLLCDAPSNPPAHLSWFQGSPALNATPISNTGILE.... Result: 0 (no interaction).